Dataset: Full USPTO retrosynthesis dataset with 1.9M reactions from patents (1976-2016). Task: Predict the reactants needed to synthesize the given product. (1) Given the product [CH3:12][C:9]1[C:8]([CH2:13][N:14]2[CH2:19][CH2:18][CH:17]([NH:20][C:21]3[C:22]4[CH:29]=[C:28]([CH2:30][C:31]([F:33])([F:32])[F:34])[S:27][C:23]=4[N:24]=[CH:25][N:26]=3)[CH2:16][CH2:15]2)=[CH:7][CH:6]=[C:5]2[C:10]=1[CH:11]=[C:3]([C:1]#[N:2])[N:4]2[CH2:35][CH2:36][N:37]1[CH2:38][CH2:39][NH:40][CH2:41][CH2:42]1, predict the reactants needed to synthesize it. The reactants are: [C:1]([C:3]1[N:4]([CH2:35][CH2:36][N:37]2[CH2:42][CH2:41][N:40](C(OC(C)(C)C)=O)[CH2:39][CH2:38]2)[C:5]2[C:10]([CH:11]=1)=[C:9]([CH3:12])[C:8]([CH2:13][N:14]1[CH2:19][CH2:18][CH:17]([NH:20][C:21]3[C:22]4[CH:29]=[C:28]([CH2:30][C:31]([F:34])([F:33])[F:32])[S:27][C:23]=4[N:24]=[CH:25][N:26]=3)[CH2:16][CH2:15]1)=[CH:7][CH:6]=2)#[N:2].Cl[Sn](Cl)(Cl)Cl. (2) Given the product [C:15]([O:18][C:19](=[O:20])[NH:13][C:4]1[CH:5]=[CH:6][C:7]([O:8][C:9]([F:11])([F:12])[F:10])=[C:2]([Br:1])[CH:3]=1)([CH3:17])([CH3:16])[CH3:14], predict the reactants needed to synthesize it. The reactants are: [Br:1][C:2]1[CH:3]=[C:4]([NH2:13])[CH:5]=[CH:6][C:7]=1[O:8][C:9]([F:12])([F:11])[F:10].[CH3:14][C:15]([O:18][C:19](O[C:19]([O:18][C:15]([CH3:17])([CH3:16])[CH3:14])=[O:20])=[O:20])([CH3:17])[CH3:16].C(N(CC)CC)C. (3) Given the product [Br:28][C:11]1[C:7]([C:1]2[CH:6]=[CH:5][CH:4]=[CH:3][CH:2]=2)=[N:8][N:9]([C:18]2[CH:23]=[CH:22][N:21]=[C:20]([S:24]([CH3:27])(=[O:25])=[O:26])[N:19]=2)[C:10]=1[C:12]1[CH:17]=[CH:16][CH:15]=[CH:14][CH:13]=1, predict the reactants needed to synthesize it. The reactants are: [C:1]1([C:7]2[CH:11]=[C:10]([C:12]3[CH:17]=[CH:16][CH:15]=[CH:14][CH:13]=3)[N:9]([C:18]3[CH:23]=[CH:22][N:21]=[C:20]([S:24]([CH3:27])(=[O:26])=[O:25])[N:19]=3)[N:8]=2)[CH:6]=[CH:5][CH:4]=[CH:3][CH:2]=1.[Br:28]N1C(=O)CCC1=O. (4) Given the product [CH3:15][C:16]1[CH:21]=[CH:20][C:19]([S:22]([O:7][CH2:6][C@@H:3]2[CH2:4][CH2:5][O:1][CH2:2]2)(=[O:24])=[O:23])=[CH:18][CH:17]=1, predict the reactants needed to synthesize it. The reactants are: [O:1]1[CH2:5][CH2:4][C@H:3]([CH2:6][OH:7])[CH2:2]1.C(N(CC)CC)C.[CH3:15][C:16]1[CH:21]=[CH:20][C:19]([S:22](Cl)(=[O:24])=[O:23])=[CH:18][CH:17]=1.